This data is from Catalyst prediction with 721,799 reactions and 888 catalyst types from USPTO. The task is: Predict which catalyst facilitates the given reaction. (1) Reactant: C([Li])CCC.Br[C:7]1[CH:12]=[CH:11][C:10]([C:13]2[NH:14][C:15](=[O:29])[C:16]3[C:21]([CH:22]4[CH2:27][CH2:26][CH2:25][CH2:24][CH2:23]4)=[N:20][N:19]([CH3:28])[C:17]=3[N:18]=2)=[C:9]([O:30][CH3:31])[CH:8]=1.[C:32](=[O:34])=[O:33].[OH-].[Na+]. Product: [CH:22]1([C:21]2[C:16]3[C:15](=[O:29])[NH:14][C:13]([C:10]4[CH:11]=[CH:12][C:7]([C:32]([OH:34])=[O:33])=[CH:8][C:9]=4[O:30][CH3:31])=[N:18][C:17]=3[N:19]([CH3:28])[N:20]=2)[CH2:27][CH2:26][CH2:25][CH2:24][CH2:23]1. The catalyst class is: 7. (2) Reactant: [CH2:1](Br)[C:2]1[CH:7]=[CH:6][CH:5]=[CH:4][CH:3]=1.[OH:9][C:10]1[CH:15]=[CH:14][C:13]([C:16]2[CH:21]=[CH:20][C:19]([O:22][CH2:23][C:24]([O:26][CH2:27][CH3:28])=[O:25])=[CH:18][CH:17]=2)=[CH:12][CH:11]=1.C(=O)([O-])[O-].[K+].[K+]. Product: [CH2:27]([O:26][C:24](=[O:25])[CH2:23][O:22][C:19]1[CH:20]=[CH:21][C:16]([C:13]2[CH:14]=[CH:15][C:10]([O:9][CH2:1][C:2]3[CH:7]=[CH:6][CH:5]=[CH:4][CH:3]=3)=[CH:11][CH:12]=2)=[CH:17][CH:18]=1)[CH3:28]. The catalyst class is: 9. (3) Reactant: Br[CH2:2][C:3]1[C:8]([CH2:9][CH3:10])=[CH:7][N:6]=[CH:5][C:4]=1[CH2:11][CH3:12].[SH:13][C:14]1[N:19]=[C:18]([OH:20])[CH:17]=[C:16]([C:21](F)(F)F)[N:15]=1.C(N(CC)CC)C.CCOCC. Product: [CH2:11]([C:4]1[CH:5]=[N:6][CH:7]=[C:8]([CH2:9][CH3:10])[C:3]=1[CH2:2][S:13][C:14]1[N:19]=[C:18]([OH:20])[CH:17]=[C:16]([CH3:21])[N:15]=1)[CH3:12].[CH2:9]([C:8]1[CH:7]=[N:6][CH:5]=[CH:4][C:3]=1[CH2:2][S:13][C:14]1[N:19]=[C:18]([OH:20])[CH:17]=[C:16]([CH3:21])[N:15]=1)[CH3:10]. The catalyst class is: 8. (4) Reactant: Cl[C:2]([O:4][CH:5]([CH3:7])[CH3:6])=[O:3].[NH:8]1[CH2:13][CH2:12][CH:11]([C:14]([OH:16])=[O:15])[CH2:10][CH2:9]1.[OH-].[Na+]. Product: [CH3:6][CH:5]([O:4][C:2]([N:8]1[CH2:13][CH2:12][CH:11]([C:14]([OH:16])=[O:15])[CH2:10][CH2:9]1)=[O:3])[CH3:7]. The catalyst class is: 6. (5) Reactant: [N:1]1([CH2:7][CH2:8][NH:9][C:10]2[C:18]3[C:13](=[CH:14][CH:15]=[C:16]([N+:19]([O-])=O)[CH:17]=3)[NH:12][N:11]=2)[CH2:6][CH2:5][CH2:4][CH2:3][CH2:2]1. Product: [N:1]1([CH2:7][CH2:8][NH:9][C:10]2[C:18]3[C:13](=[CH:14][CH:15]=[C:16]([NH2:19])[CH:17]=3)[NH:12][N:11]=2)[CH2:2][CH2:3][CH2:4][CH2:5][CH2:6]1. The catalyst class is: 19. (6) The catalyst class is: 96. Reactant: [F:1][C:2]([F:49])([F:48])[C:3]1[CH:4]=[C:5]([CH:41]=[C:42]([C:44]([F:47])([F:46])[F:45])[CH:43]=1)[C:6]([N:8]1[CH2:13][CH2:12][N:11]([CH2:14][C:15]#[C:16][C:17]2[CH:18]=[N:19][C:20]([NH:23]C(OC(C)(C)C)=O)=[CH:21][CH:22]=2)[CH2:10][C@H:9]1[CH2:31][C:32]1[C:40]2[C:35](=[CH:36][CH:37]=[CH:38][CH:39]=2)[NH:34][CH:33]=1)=[O:7].FC(F)(F)C(O)=O.Cl. Product: [F:47][C:44]([F:45])([F:46])[C:42]1[CH:41]=[C:5]([CH:4]=[C:3]([C:2]([F:48])([F:1])[F:49])[CH:43]=1)[C:6]([N:8]1[CH2:13][CH2:12][N:11]([CH2:14][C:15]#[C:16][C:17]2[CH:18]=[N:19][C:20]([NH2:23])=[CH:21][CH:22]=2)[CH2:10][C@H:9]1[CH2:31][C:32]1[C:40]2[C:35](=[CH:36][CH:37]=[CH:38][CH:39]=2)[NH:34][CH:33]=1)=[O:7].